This data is from Forward reaction prediction with 1.9M reactions from USPTO patents (1976-2016). The task is: Predict the product of the given reaction. Given the reactants [Br:1][C:2]1[CH:3]=[C:4]([C:9]([C:11]2[CH:12]=[N:13][CH:14]=[CH:15][CH:16]=2)=[O:10])[CH:5]=[C:6](Br)[CH:7]=1.B1(B2OC(C)(C)C(C)(C)O2)OC(C)(C)C(C)(C)[O:18]1.C([O-])(=O)C.[K+].OOS([O-])=O.[K+], predict the reaction product. The product is: [Br:1][C:2]1[CH:3]=[C:4]([C:9]([C:11]2[CH:12]=[N:13][CH:14]=[CH:15][CH:16]=2)=[O:10])[CH:5]=[C:6]([OH:18])[CH:7]=1.